From a dataset of Catalyst prediction with 721,799 reactions and 888 catalyst types from USPTO. Predict which catalyst facilitates the given reaction. (1) Reactant: [CH3:1][O:2][C:3](=[O:22])[C:4]([O:7][C:8]1[CH:13]=[CH:12][C:11]([O:14]CC2C=CC=CC=2)=[CH:10][CH:9]=1)([CH3:6])[CH3:5].[H][H]. Product: [CH3:1][O:2][C:3](=[O:22])[C:4]([O:7][C:8]1[CH:9]=[CH:10][C:11]([OH:14])=[CH:12][CH:13]=1)([CH3:6])[CH3:5]. The catalyst class is: 50. (2) Reactant: [CH2:1]([N:3]1[C:7]2=[N:8][C:9]([CH2:33][CH3:34])=[C:10]([CH2:19][NH:20][C:21]([C:23]3[CH:24]=[C:25]([CH:30]=[CH:31][CH:32]=3)[C:26]([O:28]C)=[O:27])=[O:22])[C:11]([NH:12][CH:13]3[CH2:18][CH2:17][O:16][CH2:15][CH2:14]3)=[C:6]2[CH:5]=[N:4]1)[CH3:2].O.[OH-].[Li+].Cl. Product: [CH2:1]([N:3]1[C:7]2=[N:8][C:9]([CH2:33][CH3:34])=[C:10]([CH2:19][NH:20][C:21]([C:23]3[CH:24]=[C:25]([CH:30]=[CH:31][CH:32]=3)[C:26]([OH:28])=[O:27])=[O:22])[C:11]([NH:12][CH:13]3[CH2:18][CH2:17][O:16][CH2:15][CH2:14]3)=[C:6]2[CH:5]=[N:4]1)[CH3:2]. The catalyst class is: 24.